Dataset: Reaction yield outcomes from USPTO patents with 853,638 reactions. Task: Predict the reaction yield, written as a fraction of the theoretical maximum amount of product (1.0 means a 100% yield; for example, 0.34 means a 34% yield). (1) The reactants are C(N(CC)CC)C.ClC(OCC)=O.[O:14]=[C:15]1[NH:19][C@H:18]2[CH2:20][S:21][C@@H:22]([CH2:23][CH2:24][CH2:25][CH2:26][CH2:27][O:28][CH2:29][CH2:30][CH2:31][CH2:32][CH2:33][C:34]([OH:36])=[O:35])[C@H:17]2[NH:16]1.O[N:38]1[C:42](=[O:43])[CH2:41][CH2:40][C:39]1=[O:44]. The catalyst is CN(C)C=O. The product is [O:14]=[C:15]1[NH:19][C@H:18]2[CH2:20][S:21][C@@H:22]([CH2:23][CH2:24][CH2:25][CH2:26][CH2:27][O:28][CH2:29][CH2:30][CH2:31][CH2:32][CH2:33][C:34]([O:36][N:38]3[C:42](=[O:43])[CH2:41][CH2:40][C:39]3=[O:44])=[O:35])[C@H:17]2[NH:16]1. The yield is 0.860. (2) The reactants are O[CH2:2][C@H:3]([NH:5][C:6](=[O:12])[O:7][C:8]([CH3:11])([CH3:10])[CH3:9])[CH3:4].C(Br)(Br)(Br)[Br:14].C1(P(C2C=CC=CC=2)C2C=CC=CC=2)C=CC=CC=1.C1C=C2C(C(O)(O)C(=O)C2=CC=1)=O. No catalyst specified. The product is [Br:14][CH2:2][C@H:3]([NH:5][C:6](=[O:12])[O:7][C:8]([CH3:11])([CH3:10])[CH3:9])[CH3:4]. The yield is 0.493. (3) The reactants are [CH3:1][C:2]1([CH:7]([CH2:11][CH3:12])[C:8]([OH:10])=O)[O:6][CH2:5][CH2:4][O:3]1.C(Cl)(=O)C(Cl)=O.N1C=CC=CC=1.[S:25]1[CH:29]=[CH:28][CH:27]=[C:26]1[CH2:30][CH2:31][NH2:32]. The catalyst is C(Cl)Cl. The product is [CH3:1][C:2]1([CH:7]([CH2:11][CH3:12])[C:8]([NH:32][CH2:31][CH2:30][C:26]2[S:25][CH:29]=[CH:28][CH:27]=2)=[O:10])[O:3][CH2:4][CH2:5][O:6]1. The yield is 0.680. (4) The reactants are [O:1]1[C:5]([C:6]2[CH:11]=[CH:10][CH:9]=[CH:8][N:7]=2)=[CH:4][N:3]=[CH:2]1.[Li]CCCC.[C:17](Cl)(=[O:29])[CH2:18][CH2:19][CH2:20][CH2:21][CH2:22][CH2:23][CH2:24][CH2:25][CH2:26][CH2:27][CH3:28]. The catalyst is C1COCC1.CCOC(C)=O.[Cl-].[Cl-].[Zn+2]. The product is [N:7]1[CH:8]=[CH:9][CH:10]=[CH:11][C:6]=1[C:5]1[O:1][C:2]([C:17](=[O:29])[CH2:18][CH2:19][CH2:20][CH2:21][CH2:22][CH2:23][CH2:24][CH2:25][CH2:26][CH2:27][CH3:28])=[N:3][CH:4]=1. The yield is 0.530. (5) The reactants are C(N(CC)CC)C.[NH:8]1[CH2:11][CH:10]([C:12]2[CH:17]=[C:16]([Cl:18])[N:15]=[C:14]([C:19]3[CH:24]=[CH:23][CH:22]=[CH:21][C:20]=3[Cl:25])[N:13]=2)[CH2:9]1.[C:26](O[C:26]([O:28][C:29]([CH3:32])([CH3:31])[CH3:30])=[O:27])([O:28][C:29]([CH3:32])([CH3:31])[CH3:30])=[O:27]. The catalyst is C1COCC1. The product is [Cl:18][C:16]1[N:15]=[C:14]([C:19]2[CH:24]=[CH:23][CH:22]=[CH:21][C:20]=2[Cl:25])[N:13]=[C:12]([CH:10]2[CH2:9][N:8]([C:26]([O:28][C:29]([CH3:32])([CH3:31])[CH3:30])=[O:27])[CH2:11]2)[CH:17]=1. The yield is 0.870. (6) The reactants are [CH3:1][S:2](=[N:10][C:11]([C:13]1[CH:14]=[C:15]([C:19]#[C:20][C:21]2[S:25][C:24]([NH:26]C(=O)OC(C)(C)C)=[N:23][CH:22]=2)[CH:16]=[N:17][CH:18]=1)=[O:12])(=[O:9])[C:3]1[CH:8]=[CH:7][CH:6]=[CH:5][CH:4]=1.FC(F)(F)C(O)=O. The catalyst is ClCCl. The product is [NH2:26][C:24]1[S:25][C:21]([C:20]#[C:19][C:15]2[CH:16]=[N:17][CH:18]=[C:13]([CH:14]=2)[C:11]([N:10]=[S@@:2]([CH3:1])(=[O:9])[C:3]2[CH:4]=[CH:5][CH:6]=[CH:7][CH:8]=2)=[O:12])=[CH:22][N:23]=1. The yield is 0.740. (7) The reactants are [Cl:1][C:2]1[CH:3]=[C:4]([NH:10][C:11]([CH2:13][CH:14]([CH3:19])[CH2:15][C:16]([OH:18])=O)=[O:12])[CH:5]=[CH:6][C:7]=1[C:8]#[N:9].CCN(C(C)C)C(C)C.C(P1(=O)OP(CCC)(=O)OP(CCC)(=O)O1)CC.[NH2:47][C:48]1[CH:49]=[C:50]2[C:55](=[CH:56][CH:57]=1)[N:54]([CH2:58][Si:59]([CH3:62])([CH3:61])[CH3:60])[C:53](=[O:63])[N:52]([CH2:64][CH3:65])[C:51]2=[O:66]. The catalyst is C(OCC)(=O)C. The product is [Cl:1][C:2]1[CH:3]=[C:4]([NH:10][C:11](=[O:12])[CH2:13][CH:14]([CH3:19])[CH2:15][C:16]([NH:47][C:48]2[CH:49]=[C:50]3[C:55](=[CH:56][CH:57]=2)[N:54]([CH2:58][Si:59]([CH3:61])([CH3:62])[CH3:60])[C:53](=[O:63])[N:52]([CH2:64][CH3:65])[C:51]3=[O:66])=[O:18])[CH:5]=[CH:6][C:7]=1[C:8]#[N:9]. The yield is 0.290. (8) The reactants are [C:1]([C:5]1[CH:13]=[CH:12][C:8]([C:9]([OH:11])=O)=[CH:7][C:6]=1[N+:14]([O-:16])=[O:15])([CH3:4])([CH3:3])[CH3:2].[C:17]1([C:23]2[S:27][C:26]([NH2:28])=[N:25][CH:24]=2)[CH:22]=[CH:21][CH:20]=[CH:19][CH:18]=1.C1CN([P+](ON2N=NC3C=CC=CC2=3)(N2CCCC2)N2CCCC2)CC1.F[P-](F)(F)(F)(F)F.C(N(C(C)C)C(C)C)C. The catalyst is CN(C=O)C.O. The product is [C:1]([C:5]1[CH:13]=[CH:12][C:8]([C:9]([NH:28][C:26]2[S:27][C:23]([C:17]3[CH:22]=[CH:21][CH:20]=[CH:19][CH:18]=3)=[CH:24][N:25]=2)=[O:11])=[CH:7][C:6]=1[N+:14]([O-:16])=[O:15])([CH3:2])([CH3:3])[CH3:4]. The yield is 0.730. (9) The reactants are Br[C:2]1[CH:18]=[CH:17][C:5]([O:6][Si:7]([CH:14]([CH3:16])[CH3:15])(C(C)C)C(C)C)=[CH:4][C:3]=1[C:19]([CH3:22])([CH3:21])[CH3:20].C([Li])(C)(C)C.CCCCC.Cl[C:34]([O:36][CH2:37][CH3:38])=[O:35]. No catalyst specified. The product is [C:19]([C:3]1[CH:4]=[C:5]([O:6][SiH2:7][CH:14]([CH3:15])[CH3:16])[CH:17]=[CH:18][C:2]=1[C:34]([O:36][CH2:37][CH3:38])=[O:35])([CH3:20])([CH3:21])[CH3:22]. The yield is 0.880.